This data is from Forward reaction prediction with 1.9M reactions from USPTO patents (1976-2016). The task is: Predict the product of the given reaction. Given the reactants [F:1][C:2]1[CH:3]=[C:4]([C:10]2[CH:19]=[CH:18][C:17]3[C:12](=[CH:13][CH:14]=[CH:15][CH:16]=3)[CH:11]=2)[CH:5]=[CH:6][C:7]=1[O:8]C.B(Br)(Br)Br, predict the reaction product. The product is: [F:1][C:2]1[CH:3]=[C:4]([C:10]2[CH:19]=[CH:18][C:17]3[C:12](=[CH:13][CH:14]=[CH:15][CH:16]=3)[CH:11]=2)[CH:5]=[CH:6][C:7]=1[OH:8].